From a dataset of Peptide-MHC class II binding affinity with 134,281 pairs from IEDB. Regression. Given a peptide amino acid sequence and an MHC pseudo amino acid sequence, predict their binding affinity value. This is MHC class II binding data. (1) The peptide sequence is PDKPSLDISLETVAID. The MHC is HLA-DQA10201-DQB10402 with pseudo-sequence HLA-DQA10201-DQB10402. The binding affinity (normalized) is 0.247. (2) The peptide sequence is KFWELVDEERKLHQQ. The MHC is HLA-DQA10201-DQB10303 with pseudo-sequence HLA-DQA10201-DQB10303. The binding affinity (normalized) is 0. (3) The peptide sequence is GKAVWGKNSCAKNYN. The MHC is DRB1_1101 with pseudo-sequence DRB1_1101. The binding affinity (normalized) is 0.284. (4) The peptide sequence is ELKYFAATQFEPLAA. The MHC is HLA-DQA10401-DQB10402 with pseudo-sequence HLA-DQA10401-DQB10402. The binding affinity (normalized) is 0.637. (5) The peptide sequence is FVNQHLCGSHLVEAL. The MHC is DRB1_0301 with pseudo-sequence DRB1_0301. The binding affinity (normalized) is 0.